This data is from Full USPTO retrosynthesis dataset with 1.9M reactions from patents (1976-2016). The task is: Predict the reactants needed to synthesize the given product. (1) Given the product [C:15]([O:8][C:7]1[CH:14]=[CH:13][CH:12]=[CH:11][C:9]=1[OH:10])(=[O:22])[C:16]1[CH:21]=[CH:20][CH:19]=[CH:18][CH:17]=1, predict the reactants needed to synthesize it. The reactants are: C(=O)([O-])[O-].[Na+].[Na+].[C:7]1([C:9](=[CH:11][CH:12]=[CH:13][CH:14]=1)[OH:10])[OH:8].[C:15](Cl)(=[O:22])[C:16]1[CH:21]=[CH:20][CH:19]=[CH:18][CH:17]=1. (2) Given the product [Cl:1][C:2]1[CH:7]=[CH:6][CH:5]=[CH:4][C:3]=1[C:8]1[C:12]([C:13]([N:17]2[CH2:22][CH2:21][CH2:20][C@H:19]([C:23]([OH:26])([CH3:25])[CH3:24])[CH2:18]2)=[O:15])=[CH:11][O:10][N:9]=1, predict the reactants needed to synthesize it. The reactants are: [Cl:1][C:2]1[CH:7]=[CH:6][CH:5]=[CH:4][C:3]=1[C:8]1[C:12]([C:13]([OH:15])=O)=[CH:11][O:10][N:9]=1.Cl.[NH:17]1[CH2:22][CH2:21][CH2:20][C@H:19]([C:23]([OH:26])([CH3:25])[CH3:24])[CH2:18]1.CCN(CC)CC. (3) The reactants are: [Br-].[CH3:2][Si:3]([CH3:29])([CH3:28])[C:4]#[C:5]/[CH:6]=[CH:7]/[CH2:8][P+](C1C=CC=CC=1)(C1C=CC=CC=1)C1C=CC=CC=1.C([Li])CCC.C(=O)=O.[CH:38]([C@H:40]1[O:44][C:43]2([CH2:49][CH2:48][CH2:47][CH2:46][CH2:45]2)[O:42][C@H:41]1[CH2:50][O:51][CH2:52][C:53]([O:55][C:56]([CH3:59])([CH3:58])[CH3:57])=[O:54])=O. Given the product [CH3:2][Si:3]([CH3:29])([CH3:28])[C:4]#[C:5]/[CH:6]=[CH:7]/[CH:8]=[CH:38]\[C@H:40]1[O:44][C:43]2([CH2:45][CH2:46][CH2:47][CH2:48][CH2:49]2)[O:42][C@H:41]1[CH2:50][O:51][CH2:52][C:53]([O:55][C:56]([CH3:57])([CH3:58])[CH3:59])=[O:54], predict the reactants needed to synthesize it. (4) Given the product [CH2:17]([O:16][C:5]1[CH:4]=[CH:3][C:2]([Br:1])=[CH:7][C:6]=1[C:8]1[CH:13]=[C:12]([Cl:14])[N:11]=[C:10]([NH2:15])[N:9]=1)[C:18]1[CH:27]=[CH:25][CH:24]=[CH:23][CH:19]=1, predict the reactants needed to synthesize it. The reactants are: [Br:1][C:2]1[CH:3]=[CH:4][C:5]([O:16][CH2:17][CH2:18][CH3:19])=[C:6]([C:8]2[CH:13]=[C:12]([Cl:14])[N:11]=[C:10]([NH2:15])[N:9]=2)[CH:7]=1.NC1N=[C:25]([C:27]2C=C(Br)C=CC=2O)[CH:24]=[C:23](Cl)N=1.C(O)C1C=CC=CC=1. (5) Given the product [CH3:26][S:23]([C:17]1[CH:16]=[C:15]2[C:20]([CH2:21][CH2:22][CH:13]([CH2:12][N:27]3[CH2:30][CH2:29][CH2:28]3)[O:14]2)=[CH:19][CH:18]=1)(=[O:24])=[O:25], predict the reactants needed to synthesize it. The reactants are: CC1C=CC(S(O[CH2:12][CH:13]2[CH2:22][CH2:21][C:20]3[C:15](=[CH:16][C:17]([S:23]([CH3:26])(=[O:25])=[O:24])=[CH:18][CH:19]=3)[O:14]2)(=O)=O)=CC=1.[NH:27]1[CH2:30][CH2:29][CH2:28]1. (6) Given the product [C:3]1([CH:8]([NH2:12])[CH2:9][CH2:10][NH2:11])[CH:4]=[CH:5][CH:6]=[CH:7][CH:2]=1, predict the reactants needed to synthesize it. The reactants are: F[C:2]1[CH:7]=[CH:6][CH:5]=[CH:4][C:3]=1[CH:8]([NH2:12])[CH2:9][CH2:10][NH2:11].CC1C=CC=CC=1C(N)CCN.ClC1C=CC=CC=1C(N)CCN. (7) Given the product [CH:11]1([CH2:14][S:8][C:3]2[CH:4]=[CH:5][CH:6]=[CH:7][C:2]=2[OH:1])[CH2:13][CH2:12]1, predict the reactants needed to synthesize it. The reactants are: [OH:1][C:2]1[CH:7]=[CH:6][CH:5]=[CH:4][C:3]=1[SH:8].[OH-].[Na+].[CH:11]1([CH2:14]Br)[CH2:13][CH2:12]1. (8) Given the product [Cl:21][C:22]1[CH:28]=[CH:27][C:25]([NH:26][S:17]([C:11]2[CH:12]=[CH:13][C:14]([O:15][CH3:16])=[C:9]([O:8][CH3:7])[CH:10]=2)(=[O:19])=[O:18])=[C:24]([CH2:29][C:30]2[CH:35]=[CH:34][CH:33]=[CH:32][N:31]=2)[CH:23]=1, predict the reactants needed to synthesize it. The reactants are: N1C=CC=CC=1.[CH3:7][O:8][C:9]1[CH:10]=[C:11]([S:17](Cl)(=[O:19])=[O:18])[CH:12]=[CH:13][C:14]=1[O:15][CH3:16].[Cl:21][C:22]1[CH:28]=[CH:27][C:25]([NH2:26])=[C:24]([CH2:29][C:30]2[CH:35]=[CH:34][CH:33]=[CH:32][N:31]=2)[CH:23]=1. (9) Given the product [N+:1]([C:4]1[CH:17]=[CH:16][C:7]([O:8][C:9]2[CH:14]=[CH:13][N:12]=[C:11]([NH:15][C:26]([N:46]3[CH2:47][CH2:48][CH:43]([CH2:42][N:37]4[CH2:41][CH2:40][CH2:39][CH2:38]4)[CH2:44][CH2:45]3)=[O:27])[CH:10]=2)=[CH:6][CH:5]=1)([O-:3])=[O:2], predict the reactants needed to synthesize it. The reactants are: [N+:1]([C:4]1[CH:17]=[CH:16][C:7]([O:8][C:9]2[CH:14]=[CH:13][N:12]=[C:11]([NH2:15])[CH:10]=2)=[CH:6][CH:5]=1)([O-:3])=[O:2].C(N(CC)CC)C.Cl[C:26](OC1C=CC=CC=1)=[O:27].Cl.Cl.[N:37]1([CH2:42][CH:43]2[CH2:48][CH2:47][NH:46][CH2:45][CH2:44]2)[CH2:41][CH2:40][CH2:39][CH2:38]1. (10) Given the product [F:37][C:38]1[CH:43]=[CH:42][C:41]([CH2:44][C:45]([NH:30][NH:29][C:27]([C:10]2[N:11]=[C:12]3[CH:19]=[CH:18][C:17]([CH2:20][N:21]4[CH2:26][CH2:25][O:24][CH2:23][CH2:22]4)=[CH:16][N:13]3[C:14](=[O:15])[C:9]=2[O:8][CH2:1][C:2]2[CH:7]=[CH:6][CH:5]=[CH:4][CH:3]=2)=[O:28])=[O:46])=[CH:40][CH:39]=1, predict the reactants needed to synthesize it. The reactants are: [CH2:1]([O:8][C:9]1[C:14](=[O:15])[N:13]2[CH:16]=[C:17]([CH2:20][N:21]3[CH2:26][CH2:25][O:24][CH2:23][CH2:22]3)[CH:18]=[CH:19][C:12]2=[N:11][C:10]=1[C:27]([NH:29][NH2:30])=[O:28])[C:2]1[CH:7]=[CH:6][CH:5]=[CH:4][CH:3]=1.C(=O)([O-])[O-].[Na+].[Na+].[F:37][C:38]1[CH:43]=[CH:42][C:41]([CH2:44][C:45](Cl)=[O:46])=[CH:40][CH:39]=1.O.